Dataset: Catalyst prediction with 721,799 reactions and 888 catalyst types from USPTO. Task: Predict which catalyst facilitates the given reaction. (1) Reactant: [Cl:1][C:2]1[CH:3]=[C:4]([N:9]2[CH2:13][CH2:12][C:11]([NH2:14])=[N:10]2)[CH:5]=[CH:6][C:7]=1[Cl:8]. Product: [Cl:1][C:2]1[CH:3]=[C:4]([N:9]2[CH:13]=[CH:12][C:11]([NH2:14])=[N:10]2)[CH:5]=[CH:6][C:7]=1[Cl:8]. The catalyst class is: 704. (2) Reactant: [CH:1]([C:3]1[CH:28]=[CH:27][C:6]([C:7]([NH:9][C:10]2[S:11][C:12]3[C:18]([C:19]4[CH:24]=[CH:23][CH:22]=[CH:21][CH:20]=4)=[CH:17][CH:16]=[C:15]([O:25][CH3:26])[C:13]=3[N:14]=2)=[O:8])=[CH:5][CH:4]=1)=[O:2].[BH4-].[Na+].O. Product: [OH:2][CH2:1][C:3]1[CH:28]=[CH:27][C:6]([C:7]([NH:9][C:10]2[S:11][C:12]3[C:18]([C:19]4[CH:24]=[CH:23][CH:22]=[CH:21][CH:20]=4)=[CH:17][CH:16]=[C:15]([O:25][CH3:26])[C:13]=3[N:14]=2)=[O:8])=[CH:5][CH:4]=1. The catalyst class is: 295. (3) Reactant: [CH3:1][N:2]1[C:19]2[CH:18]=[C:17]3[O:20][CH2:21][CH2:22][O:23][C:16]3=[CH:15][C:14]=2[C:4]2([C:12]3[C:7](=[CH:8][CH:9]=[CH:10][CH:11]=3)[NH:6][C:5]2=[O:13])[C:3]1=[O:24].C(=O)([O-])[O-].[Cs+].[Cs+].Br.Br[CH2:33][C:34]1[CH:39]=[CH:38][CH:37]=[CH:36][N:35]=1. Product: [CH3:1][N:2]1[C:19]2[CH:18]=[C:17]3[O:20][CH2:21][CH2:22][O:23][C:16]3=[CH:15][C:14]=2[C:4]2([C:12]3[C:7](=[CH:8][CH:9]=[CH:10][CH:11]=3)[N:6]([CH2:33][C:34]3[CH:39]=[CH:38][CH:37]=[CH:36][N:35]=3)[C:5]2=[O:13])[C:3]1=[O:24]. The catalyst class is: 255. (4) Reactant: [OH:1][CH2:2][C@@H:3]1[CH2:7][C@@H:6]([N:8]2[C:12]3[N:13]=[CH:14][N:15]=[C:16]([S:17][C:18]4[CH:23]=[CH:22][CH:21]=[CH:20][CH:19]=4)[C:11]=3[CH:10]=[CH:9]2)[C@H:5]([OH:24])[C@@H:4]1[OH:25].CO[C:28](OC)([CH3:30])[CH3:29].O.C1(C)C=CC(S(O)(=O)=O)=CC=1. Product: [CH3:29][C:28]1([CH3:30])[O:24][C@H:5]2[C@H:6]([N:8]3[C:12]4[N:13]=[CH:14][N:15]=[C:16]([S:17][C:18]5[CH:19]=[CH:20][CH:21]=[CH:22][CH:23]=5)[C:11]=4[CH:10]=[CH:9]3)[CH2:7][C@@H:3]([CH2:2][OH:1])[C@H:4]2[O:25]1. The catalyst class is: 21. (5) Reactant: [C:1]([O:4][C:5]([CH3:11])([CH2:7][CH2:8][CH2:9]C)[CH3:6])(=[O:3])[CH3:2].CC(O)(CCC)C.CC(CCC)CO.C(OC(=O)C)(=O)C. The catalyst class is: 377. Product: [C:1]([O:4][C:5]([CH3:11])([CH2:7][CH2:8][CH3:9])[CH3:6])(=[O:3])[CH3:2]. (6) Reactant: Br[C:2]1[CH:3]=[C:4]2[C:9](=[CH:10][CH:11]=1)[CH2:8][N:7]([S:12]([CH3:15])(=[O:14])=[O:13])[CH2:6][CH2:5]2.[B:16]1([B:16]2[O:20][C:19]([CH3:22])([CH3:21])[C:18]([CH3:24])([CH3:23])[O:17]2)[O:20][C:19]([CH3:22])([CH3:21])[C:18]([CH3:24])([CH3:23])[O:17]1.C([O-])(=O)C.[K+]. Product: [CH3:15][S:12]([N:7]1[CH2:6][CH2:5][C:4]2[C:9](=[CH:10][CH:11]=[C:2]([B:16]3[O:20][C:19]([CH3:22])([CH3:21])[C:18]([CH3:24])([CH3:23])[O:17]3)[CH:3]=2)[CH2:8]1)(=[O:14])=[O:13]. The catalyst class is: 16.